This data is from Forward reaction prediction with 1.9M reactions from USPTO patents (1976-2016). The task is: Predict the product of the given reaction. (1) The product is: [Cl:10][C:11]1[N:12]=[CH:13][C:14]([CH2:17][N:7]2[CH2:8][CH:4]([CH2:1][CH2:2][CH3:3])[CH2:5][C:6]2=[O:9])=[CH:15][CH:16]=1. Given the reactants [CH2:1]([CH:4]1[CH2:8][NH:7][C:6](=[O:9])[CH2:5]1)[CH2:2][CH3:3].[Cl:10][C:11]1[CH:16]=[CH:15][C:14]([CH2:17]Cl)=[CH:13][N:12]=1.[H-].[Na+], predict the reaction product. (2) Given the reactants [CH3:1][C:2]1[CH:6]=[C:5]([S:7](=[O:10])(=[O:9])[NH2:8])[S:4][C:3]=1[CH2:11][CH2:12][O:13][C:14](=[O:16])[CH3:15].[C:17]1([O:23]C(Cl)=O)C=CC=CC=1.C(N(CC)CC)C.[CH3:34][O:35][C:36]([C:38]1[CH:43]=[C:42]([C:44]([F:47])([F:46])[F:45])[CH:41]=[C:40]([NH2:48])[N:39]=1)=[O:37], predict the reaction product. The product is: [CH3:34][O:35][C:36]([C:38]1[CH:43]=[C:42]([C:44]([F:47])([F:45])[F:46])[CH:41]=[C:40]([NH:48][C:17](=[O:23])[NH:8][S:7]([C:5]2[S:4][C:3]([CH2:11][CH2:12][O:13][C:14](=[O:16])[CH3:15])=[C:2]([CH3:1])[CH:6]=2)(=[O:10])=[O:9])[N:39]=1)=[O:37]. (3) Given the reactants [Br:1][C:2]1[CH:7]=[CH:6][CH:5]=[C:4]([N:8]([CH3:10])[NH2:9])[N:3]=1.O=[C:12]1[CH2:18][CH:17]2[N:19]([C:20]([O:22][CH:23]([Cl:25])[CH3:24])=[O:21])[CH:14]([CH2:15][CH2:16]2)[CH2:13]1.C1(C)C=CC(S(O)(=O)=O)=CC=1.O, predict the reaction product. The product is: [Br:1][C:2]1[N:3]=[C:4]([N:8]([CH3:10])[N:9]=[C:12]2[CH2:13][CH:14]3[N:19]([C:20]([O:22][CH:23]([Cl:25])[CH3:24])=[O:21])[CH:17]([CH2:16][CH2:15]3)[CH2:18]2)[CH:5]=[CH:6][CH:7]=1.